This data is from Full USPTO retrosynthesis dataset with 1.9M reactions from patents (1976-2016). The task is: Predict the reactants needed to synthesize the given product. (1) Given the product [F:1][C:2]1[CH:7]=[CH:6][C:5]([C:8]2[C:17]([N:18]3[CH2:22][CH2:21][CH2:20][C@@H:19]3[CH3:23])=[N:16][C:15]3[C:10](=[CH:11][CH:12]=[C:13]([C:24]4[N:27]=[N:28][NH:29][N:25]=4)[CH:14]=3)[N:9]=2)=[CH:4][CH:3]=1, predict the reactants needed to synthesize it. The reactants are: [F:1][C:2]1[CH:7]=[CH:6][C:5]([C:8]2[C:17]([N:18]3[CH2:22][CH2:21][CH2:20][C@@H:19]3[CH3:23])=[N:16][C:15]3[C:10](=[CH:11][CH:12]=[C:13]([C:24]#[N:25])[CH:14]=3)[N:9]=2)=[CH:4][CH:3]=1.O.[N:27]([Na])=[N+:28]=[N-:29]. (2) Given the product [C:23]([O:27][C:28]([N:30]1[CH2:35][CH2:34][C@@H:33]([CH3:36])[C@@H:32]([C:37](=[O:38])[NH:22][CH2:21][C:19]2[N:20]=[C:15]3[CH:14]=[CH:13][N:12]([S:2]([C:5]4[CH:6]=[CH:7][C:8]([CH3:9])=[CH:10][CH:11]=4)(=[O:3])=[O:4])[C:16]3=[N:17][CH:18]=2)[CH2:31]1)=[O:29])([CH3:25])([CH3:26])[CH3:24], predict the reactants needed to synthesize it. The reactants are: Cl.[S:2]([N:12]1[C:16]2=[N:17][CH:18]=[C:19]([CH2:21][NH2:22])[N:20]=[C:15]2[CH:14]=[CH:13]1)([C:5]1[CH:11]=[CH:10][C:8]([CH3:9])=[CH:7][CH:6]=1)(=[O:4])=[O:3].[C:23]([O:27][C:28]([N:30]1[CH2:35][CH2:34][C@@H:33]([CH3:36])[C@@H:32]([C:37](O)=[O:38])[CH2:31]1)=[O:29])([CH3:26])([CH3:25])[CH3:24].CN(C(ON1N=NC2C=CC=NC1=2)=[N+](C)C)C.F[P-](F)(F)(F)(F)F.CCN(C(C)C)C(C)C. (3) Given the product [F:28][C:18]([F:27])([F:17])[C:19]1[N:24]=[C:23]([C:25]2[S:9][CH:10]=[C:11]([C:13]([OH:15])=[O:14])[N:26]=2)[CH:22]=[CH:21][CH:20]=1, predict the reactants needed to synthesize it. The reactants are: BrC1C=CC(F)=C(C2[S:9][CH:10]=[C:11]([C:13]([OH:15])=[O:14])N=2)C=1.[F:17][C:18]([F:28])([F:27])[C:19]1[N:24]=[C:23]([C:25]#[N:26])[CH:22]=[CH:21][CH:20]=1. (4) Given the product [F:24][C:14]([F:13])([F:23])[C:15]1[CH:16]=[C:17]2[NH:22][C:1](=[O:2])[NH:21][C:18]2=[N:19][CH:20]=1, predict the reactants needed to synthesize it. The reactants are: [C:1](N1C=CN=C1)(N1C=CN=C1)=[O:2].[F:13][C:14]([F:24])([F:23])[C:15]1[CH:16]=[C:17]([NH2:22])[C:18]([NH2:21])=[N:19][CH:20]=1.